Dataset: Forward reaction prediction with 1.9M reactions from USPTO patents (1976-2016). Task: Predict the product of the given reaction. Given the reactants CCN(C(C)C)C(C)C.[C:10]1([NH:16][C:17]2[CH:25]=[CH:24][C:20]([C:21]([OH:23])=O)=[CH:19][CH:18]=2)[CH:15]=[CH:14][CH:13]=[CH:12][CH:11]=1.CCN=C=NCCCN(C)C.C1C=CC2N(O)N=NC=2C=1.[NH2:47][CH2:48][C:49]([N:51]1[CH2:56][CH2:55][N:54]([C:57](=[O:67])[C:58]2[CH:63]=[C:62]([O:64][CH3:65])[CH:61]=[CH:60][C:59]=2[Br:66])[CH2:53][CH2:52]1)=[O:50].C(O)(C(F)(F)F)=O, predict the reaction product. The product is: [Br:66][C:59]1[CH:60]=[CH:61][C:62]([O:64][CH3:65])=[CH:63][C:58]=1[C:57]([N:54]1[CH2:53][CH2:52][N:51]([C:49](=[O:50])[CH2:48][NH:47][C:21](=[O:23])[C:20]2[CH:19]=[CH:18][C:17]([NH:16][C:10]3[CH:11]=[CH:12][CH:13]=[CH:14][CH:15]=3)=[CH:25][CH:24]=2)[CH2:56][CH2:55]1)=[O:67].